From a dataset of Catalyst prediction with 721,799 reactions and 888 catalyst types from USPTO. Predict which catalyst facilitates the given reaction. (1) Reactant: [F:1][C:2]1[C:3]([C:9]2[N:13]([CH:14]([CH3:16])[CH3:15])[C:12]([CH3:17])=[N:11][CH:10]=2)=[N:4][C:5]([NH2:8])=[N:6][CH:7]=1.[Cl:18][C:19]1[CH:33]=[CH:32][C:22]([C:23]([N:25]2[CH2:30][CH2:29][N:28]([CH3:31])[CH2:27][CH2:26]2)=[O:24])=[C:21]([O:34][CH3:35])[CH:20]=1.C([O-])([O-])=O.[Cs+].[Cs+].CC(C1C=C(C(C)C)C(C2C=CC=CC=2P(C2CCCCC2)C2CCCCC2)=C(C(C)C)C=1)C. Product: [ClH:18].[F:1][C:2]1[C:3]([C:9]2[N:13]([CH:14]([CH3:15])[CH3:16])[C:12]([CH3:17])=[N:11][CH:10]=2)=[N:4][C:5]([NH:8][C:19]2[CH:33]=[CH:32][C:22]([C:23]([N:25]3[CH2:26][CH2:27][N:28]([CH3:31])[CH2:29][CH2:30]3)=[O:24])=[C:21]([O:34][CH3:35])[CH:20]=2)=[N:6][CH:7]=1. The catalyst class is: 110. (2) Reactant: C([O:8][C:9]1[CH:18]=[C:17]2[C:12]([C:13]([O:19][C:20]3[CH:25]=[CH:24][CH:23]=[CH:22][CH:21]=3)=[N:14][CH:15]=[N:16]2)=[CH:11][C:10]=1[O:26][CH3:27])C1C=CC=CC=1. Product: [OH:8][C:9]1[CH:18]=[C:17]2[C:12]([C:13]([O:19][C:20]3[CH:25]=[CH:24][CH:23]=[CH:22][CH:21]=3)=[N:14][CH:15]=[N:16]2)=[CH:11][C:10]=1[O:26][CH3:27]. The catalyst class is: 67. (3) Reactant: [CH:1]([C:4]1[O:8][N:7]=[C:6]([CH:9]2[CH2:14][CH2:13][N:12](C(OC(C)(C)C)=O)[CH2:11][CH2:10]2)[N:5]=1)([CH3:3])[CH3:2].[ClH:22]. Product: [ClH:22].[CH:1]([C:4]1[O:8][N:7]=[C:6]([CH:9]2[CH2:14][CH2:13][NH:12][CH2:11][CH2:10]2)[N:5]=1)([CH3:3])[CH3:2]. The catalyst class is: 12. (4) Reactant: C[O:2][C:3](=[O:21])[CH2:4][CH2:5][CH2:6][CH2:7][N:8]1[C:12]([C:13]2[CH:18]=[CH:17][CH:16]=[CH:15][C:14]=2[O:19]C)=[CH:11][N:10]=[N:9]1.Br.[OH-].[Na+]. Product: [OH:19][C:14]1[CH:15]=[CH:16][CH:17]=[CH:18][C:13]=1[C:12]1[N:8]([CH2:7][CH2:6][CH2:5][CH2:4][C:3]([OH:21])=[O:2])[N:9]=[N:10][CH:11]=1. The catalyst class is: 15. (5) Reactant: [O:1]([C:8]1[CH:9]=[C:10]([NH:14][CH2:15][C:16]2[CH:21]=[CH:20][C:19]([N:22]([CH2:25][CH3:26])[CH2:23][CH3:24])=[CH:18][CH:17]=2)[CH:11]=[CH:12][CH:13]=1)[C:2]1[CH:7]=[CH:6][CH:5]=[CH:4][CH:3]=1.[F:27][C:28]([F:33])([F:32])[CH:29]1[O:31][CH2:30]1.FC(F)(F)S([O-])(=O)=O.[Yb+3].FC(F)(F)S([O-])(=O)=O.FC(F)(F)S([O-])(=O)=O. Product: [O:1]([C:8]1[CH:9]=[C:10]([N:14]([CH2:15][C:16]2[CH:17]=[CH:18][C:19]([N:22]([CH2:25][CH3:26])[CH2:23][CH3:24])=[CH:20][CH:21]=2)[CH2:30][CH:29]([OH:31])[C:28]([F:33])([F:32])[F:27])[CH:11]=[CH:12][CH:13]=1)[C:2]1[CH:3]=[CH:4][CH:5]=[CH:6][CH:7]=1. The catalyst class is: 10.